Dataset: Drug-target binding data from BindingDB using IC50 measurements. Task: Regression. Given a target protein amino acid sequence and a drug SMILES string, predict the binding affinity score between them. We predict pIC50 (pIC50 = -log10(IC50 in M); higher means more potent). Dataset: bindingdb_ic50. (1) The compound is CCOC(OCC)c1ccc(/C=C/C(=O)/C=C/c2ccc(C(OCC)OCC)cc2)cc1. The target is SSSEEGLTCRGIPNSISI. The pIC50 is 3.7. (2) The small molecule is CC(C)[C@H](NC(=O)[C@H](C)NC(=O)[C@@H](N)Cc1ccc(O)cc1)C(=O)N[C@@H](CCC(=O)O)C(=O)O. The pIC50 is 4.3. The target protein (P09610) has sequence MLSRLFRMHGLFVASHPWEVIVGTVTLTICMMSMNMFTGNNKICGWNYECPKFEEDVLSSDIIILTITRCIAILYIYFQFQNLRQLGSKYILGIAGLFTIFSSFVFSTVVIHFLDKELTGLNEALPFFLLLIDLSRASALAKFALSSNSQDEVRENIARGMAILGPTFTLDALVECLVIGVGTMSGVRQLEIMCCFGCMSVLANYFVFMTFFPACVSLVLELSRESREGRPIWQLSHFARVLEEEENKPNPVTQRVKMIMSLGLVLVHAHSRWIADPSPQNSTTEHSKVSLGLDEDVSKRIEPSVSLWQFYLSKMISMDIEQVVTLSLAFLLAVKYIFFEQAETESTLSLKNPITSPVATPKKAPDNCCRREPVLSRRNEKLSSVEEEPGVNQDRKVEVIKPLVAETESTSRATFVLGASGGCSPVALGTQEPEIELPSEPRPNEECLQILESAEKGAKFLSDAEIIQLVNAKHIPAYKLETLMETHERGVSIRRQLLST.... (3) The compound is CN(C)c1ccc(N=O)cc1. The pIC50 is 3.1. The target protein (P77488) has sequence MSFDIAKYPTLALVDSTQELRLLPKESLPKLCDELRRYLLDSVSRSSGHFASGLGTVELTVALHYVYNTPFDQLIWDVGHQAYPHKILTGRRDKIGTIRQKGGLHPFPWRGESEYDVLSVGHSSTSISAGIGIAVAAEKEGKNRRTVCVIGDGAITAGMAFEAMNHAGDIRPDMLVILNDNEMSISENVGALNNHLAQLLSGKLYSSLREGGKKVFSGVPPIKELLKRTEEHIKGMVVPGTLFEELGFNYIGPVDGHDVLGLITTLKNMRDLKGPQFLHIMTKKGRGYEPAEKDPITFHAVPKFDPSSGCLPKSSGGLPSYSKIFGDWLCETAAKDNKLMAITPAMREGSGMVEFSRKFPDRYFDVAIAEQHAVTFAAGLAIGGYKPIVAIYSTFLQRAYDQVLHDVAIQKLPVLFAIDRAGIVGADGQTHQGAFDLSYLRCIPEMVIMTPSDENECRQMLYTGYHYNDGPSAVRYPRGNAVGVELTPLEKLPIGKGIVK.... (4) The compound is CP(=O)([O-])OP(=O)([O-])OC[C@H]1O[C@@H](n2cnc3c(=O)[nH]c([NH3+])nc32)[C@H](O)[C@@H]1O. The target protein (Q11128) has sequence MDPLGPAKPQWLWRRCLAGLLFQLLVAVCFFSYLRVSRDDATGSPRPGLMAVEPVTGAPNGSRCQDSMATPAHPTLLILLWTWPFNTPVALPRCSEMVPGAADCNITADSSVYPQADAVIVHHWDIMYNPSANLPPPTRPQGQRWIWFSMESPSNCRHLEALDGYFNLTMSYRSDSDIFTPYGWLEPWSGQPAHPPLNLSAKTELVAWAVSNWKPDSARVRYYQSLQAHLKVDVYGRSHKPLPKGTMMETLSRYKFYLAFENSLHPDYITEKLWRNALEAWAVPVVLGPSRSNYERFLPPDAFIHVDDFQSPKDLARYLQELDKDHARYLSYFRWRETLRPRSFSWALAFCKACWKLQQESRYQTVRSIAAWFT. The pIC50 is 3.3. (5) The compound is Cc1n[nH]c2ccc(-c3cncc(OC[C@@H](N)Cc4ccccc4)c3)cc12. The target protein (P00517) has sequence MGNAAAAKKGSEQESVKEFLAKAKEDFLKKWENPAQNTAHLDQFERIKTLGTGSFGRVMLVKHMETGNHYAMKILDKQKVVKLKQIEHTLNEKRILQAVNFPFLVKLEFSFKDNSNLYMVMEYVPGGEMFSHLRRIGRFSEPHARFYAAQIVLTFEYLHSLDLIYRDLKPENLLIDQQGYIQVTDFGFAKRVKGRTWTLCGTPEYLAPEIILSKGYNKAVDWWALGVLIYEMAAGYPPFFADQPIQIYEKIVSGKVRFPSHFSSDLKDLLRNLLQVDLTKRFGNLKNGVNDIKNHKWFATTDWIAIYQRKVEAPFIPKFKGPGDTSNFDDYEEEEIRVSINEKCGKEFSEF. The pIC50 is 7.8. (6) The small molecule is CCCCC(Oc1cc(O)c(C(=O)O)cc1C#Cc1ccccc1OC(F)(F)F)C(=O)NC1CCCCC1. The target protein (Q15678) has sequence MPFGLKLRRTRRYNVLSKNCFVTRIRLLDSNVIECTLSVESTGQECLEAVAQRLELRETHYFGLWFLSKSQQARWVELEKPLKKHLDKFANEPLLFFGVMFYVPNVSWLQQEATRYQYYLQVKKDVLEGRLRCTLDQVIRLAGLAVQADFGDYNQFDSQDFLREYVLFPMDLALEEAVLEELTQKVAQEHKAHSGILPAEAELMYINEVERLDGFGQEIFPVKDNHGNCVHLGIFFMGIFVRNRIGRQAVIYRWNDMGNITHNKSTILVELINKEETALFHTDDIENAKYISRLFATRHKFYKQNKICTEQSNSPPPIRRQPTWSRSSLPRQQPYILPPVHVQCGEHYSETHTSQDSIFHGNEEALYCNSHNSLDLNYLNGTVTNGSVCSVHSVNSLNCSQSFIQASPVSSNLSIPGSDIMRADYIPSHRHSAIIVPSYRPTPDYETVMRQMKRGILHTDSQSQSLRNLNIINTHAYNQPEDLVYSQPEMRERHPYTVPY.... The pIC50 is 5.1. (7) The compound is CS(=O)c1ccc(-c2nc(-c3ccncc3)c(-c3ccc(F)cc3)[nH]2)cc1. The target protein (P29323) has sequence MALRRLGAALLLLPLLAAVEETLMDSTTATAELGWMVHPPSGWEEVSGYDENMNTIRTYQVCNVFESSQNNWLRTKFIRRRGAHRIHVEMKFSVRDCSSIPSVPGSCKETFNLYYYEADFDSATKTFPNWMENPWVKVDTIAADESFSQVDLGGRVMKINTEVRSFGPVSRSGFYLAFQDYGGCMSLIAVRVFYRKCPRIIQNGAIFQETLSGAESTSLVAARGSCIANAEEVDVPIKLYCNGDGEWLVPIGRCMCKAGFEAVENGTVCRGCPSGTFKANQGDEACTHCPINSRTTSEGATNCVCRNGYYRADLDPLDMPCTTIPSAPQAVISSVNETSLMLEWTPPRDSGGREDLVYNIICKSCGSGRGACTRCGDNVQYAPRQLGLTEPRIYISDLLAHTQYTFEIQAVNGVTDQSPFSPQFASVNITTNQAAPSAVSIMHQVSRTVDSITLSWSQPDQPNGVILDYELQYYEKELSEYNATAIKSPTNTVTVQGLKA.... The pIC50 is 5.1. (8) The drug is CC(/C=C/CCC(=O)N1CCCC1=O)=C\C1CCCCO1. The target protein (P00639) has sequence MRGTRLMGLLLALAGLLQLGLSLKIAAFNIRTFGETKMSNATLASYIVRIVRRYDIVLIQEVRDSHLVAVGKLLDYLNQDDPNTYHYVVSEPLGRNSYKERYLFLFRPNKVSVLDTYQYDDGCESCGNDSFSREPAVVKFSSHSTKVKEFAIVALHSAPSDAVAEINSLYDVYLDVQQKWHLNDVMLMGDFNADCSYVTSSQWSSIRLRTSSTFQWLIPDSADTTATSTNCAYDRIVVAGSLLQSSVVPGSAAPFDFQAAYGLSNEMALAISDHYPVEVTLT. The pIC50 is 3.7. (9) The compound is O=P(O)(O)OC[C@H]1O[C@@H](c2n[nH]c3cncnc23)[C@H](O)[C@@H]1O. The target protein (O80452) has sequence MEPNIYQLALAALFGASFVAVSGFFMHFKALNLVLERGKERKENPDGDEPQNPTLVRRRSQVRRKVNDQYGRSPASLPDATPFTDGGGGGGGDTGRSNGHVYVDEIPPGLPRLHTPSEGRASVHGASSIRKTGSFVRPISPKSPVASASAFESVEESDDDDNLTNSEGLDASYLQANGDNEMPADANEEQISMAASSMIRSHSVSGDLHGVQPDPIAADILRKEPEQETFVRLNVPLEVPTSDEVEAYKCLQECLELRKRYVFQETVAPWEKEVISDPSTPKPNTEPFAHYPQGKSDHCFEMQDGVVHVFANKDAKEDLFPVADATAFFTDLHHVLKVIAAGNIRTLCHRRLVLLEQKFNLHLMLNADKEFLAQKSAPHRDFYNVRKVDTHVHHSACMNQKHLLRFIKSKLRKEPDEVVIFRDGTYLTLREVFESLDLTGYDLNVDLLDVHADKSTFHRFDKFNLKYNPCGQSRLREIFLKQDNLIQGRFLGEITKQVFS.... The pIC50 is 7.0.